This data is from Catalyst prediction with 721,799 reactions and 888 catalyst types from USPTO. The task is: Predict which catalyst facilitates the given reaction. (1) Reactant: Br[C:2]1[CH:3]=[C:4]2[NH:10][N:9]=[N:8][C:5]2=[N:6][CH:7]=1.[N:11]1[CH:16]=[CH:15][C:14]([C:17]2[C:26]3[C:21](=[CH:22][CH:23]=[C:24]([Sn](C)(C)C)[CH:25]=3)[N:20]=[CH:19][CH:18]=2)=[CH:13][CH:12]=1. Product: [N:11]1[CH:16]=[CH:15][C:14]([C:17]2[C:26]3[C:21](=[CH:22][CH:23]=[C:24]([C:2]4[CH:3]=[C:4]5[NH:10][N:9]=[N:8][C:5]5=[N:6][CH:7]=4)[CH:25]=3)[N:20]=[CH:19][CH:18]=2)=[CH:13][CH:12]=1. The catalyst class is: 12. (2) Reactant: [Na].[NH:2]1[CH:6]=[CH:5][N:4]=[CH:3]1.Cl[CH2:8][C:9]1[O:13][C:12]([CH2:14][N:15]([CH2:28][C:29]([F:32])([F:31])[F:30])[C:16]2[CH:23]=[CH:22][C:19]([C:20]#[N:21])=[C:18]([C:24]([F:27])([F:26])[F:25])[CH:17]=2)=[CH:11][CH:10]=1. Product: [N:2]1([CH2:8][C:9]2[O:13][C:12]([CH2:14][N:15]([CH2:28][C:29]([F:32])([F:30])[F:31])[C:16]3[CH:23]=[CH:22][C:19]([C:20]#[N:21])=[C:18]([C:24]([F:25])([F:27])[F:26])[CH:17]=3)=[CH:11][CH:10]=2)[CH:6]=[CH:5][N:4]=[CH:3]1. The catalyst class is: 3. (3) Reactant: CS([C:4]1[N:5]([C:16]2[CH:21]=[CH:20][C:19]([O:22][CH2:23][C:24]([F:27])([F:26])[F:25])=[CH:18][CH:17]=2)[C:6](=[O:15])[C:7]2[CH:13]=[CH:12][C:11](=[O:14])[NH:10][C:8]=2[N:9]=1)=O.[F:28][C:29]([F:33])([F:32])[CH2:30][OH:31].[H-].[Na+].Cl. Product: [F:28][C:29]([F:33])([F:32])[CH2:30][O:31][C:4]1[N:5]([C:16]2[CH:21]=[CH:20][C:19]([O:22][CH2:23][C:24]([F:27])([F:26])[F:25])=[CH:18][CH:17]=2)[C:6](=[O:15])[C:7]2[CH:13]=[CH:12][C:11](=[O:14])[NH:10][C:8]=2[N:9]=1. The catalyst class is: 7.